From a dataset of Full USPTO retrosynthesis dataset with 1.9M reactions from patents (1976-2016). Predict the reactants needed to synthesize the given product. (1) Given the product [S:20]1[CH:21]=[CH:22][C:23]2[C:16]3[NH:15][N:14]=[C:13]([C:10]4[CH:11]=[CH:12][C:7]([OH:6])=[CH:8][CH:9]=4)[C:17]=3[CH2:18][C:19]1=2, predict the reactants needed to synthesize it. The reactants are: B(Br)(Br)Br.C[O:6][C:7]1[CH:12]=[CH:11][C:10]([C:13]2[C:17]3[CH2:18][C:19]4[S:20][CH:21]=[CH:22][C:23]=4[C:16]=3[NH:15][N:14]=2)=[CH:9][CH:8]=1. (2) The reactants are: [CH2:1]([C:3]1[CH:11]=[CH:10][C:6]([C:7](Cl)=O)=[CH:5][CH:4]=1)[CH3:2].Cl[C:13]1[CH:18]=[CH:17][C:16]([C:19]#[N:20])=[CH:15][N:14]=1.ClC1C=C(Cl)C=CC=1C1[C:34]([C:35]2[NH:36][CH:37]=[CH:38][N:39]=2)=[CH:33][N:32]=[C:31]([NH:40][CH2:41][CH2:42][NH:43]C2C=CC([N+]([O-])=O)=CN=2)[N:30]=1. Given the product [CH2:1]([C:3]1[CH:11]=[CH:10][C:6]([C:7]2[C:34]([C:35]3[NH:36][CH:37]=[CH:38][N:39]=3)=[CH:33][N:32]=[C:31]([NH:40][CH2:41][CH2:42][NH:43][C:13]3[N:14]=[CH:15][C:16]([C:19]#[N:20])=[CH:17][CH:18]=3)[N:30]=2)=[CH:5][CH:4]=1)[CH3:2], predict the reactants needed to synthesize it. (3) The reactants are: [CH3:1][NH2:2].[C:3]1([S:9]([C:12]2[CH:13]=[CH:14][C:15]3[O:20][CH2:19][C@@H:18]([CH2:21]OS(C)(=O)=O)[O:17][C:16]=3[CH:27]=2)(=[O:11])=[O:10])[CH:8]=[CH:7][CH:6]=[CH:5][CH:4]=1. Given the product [C:3]1([S:9]([C:12]2[CH:13]=[CH:14][C:15]3[O:20][CH2:19][C@@H:18]([CH2:21][NH:2][CH3:1])[O:17][C:16]=3[CH:27]=2)(=[O:11])=[O:10])[CH:8]=[CH:7][CH:6]=[CH:5][CH:4]=1, predict the reactants needed to synthesize it. (4) Given the product [Cl:27][C:23]1[CH:22]=[C:21]([NH:20][C:18]([C:15]2[N:13]3[N:14]=[C:9]([NH:8][C@H:5]4[CH2:6][CH2:7][C@H:2]([NH:1][CH2:43][C:44]([OH:45])([CH3:47])[CH3:46])[CH2:3][CH2:4]4)[CH:10]=[C:11]([NH:28][CH:38]4[CH2:39][CH2:40]4)[C:12]3=[N:17][CH:16]=2)=[O:19])[CH:26]=[CH:25][N:24]=1, predict the reactants needed to synthesize it. The reactants are: [NH2:1][C@H:2]1[CH2:7][CH2:6][C@H:5]([NH:8][C:9]2[CH:10]=[C:11]([N:28]([CH:38]3[CH2:40][CH2:39]3)CC3C=CC(OC)=CC=3)[C:12]3[N:13]([C:15]([C:18]([NH:20][C:21]4[CH:26]=[CH:25][N:24]=[C:23]([Cl:27])[CH:22]=4)=[O:19])=[CH:16][N:17]=3)[N:14]=2)[CH2:4][CH2:3]1.[Br-].[Li+].[CH3:43][C:44]1([CH3:47])[CH2:46][O:45]1.C(O)(C(F)(F)F)=O. (5) Given the product [Cl:10][C:7]1[CH:6]=[CH:5][C:4]([CH2:3][C@@H:2]([NH:1][C:14]([O:16][C:17]([CH3:20])([CH3:19])[CH3:18])=[O:15])[C:11](=[O:13])[N:53]2[CH2:54][CH2:55][N:50]([C:45]3[CH:46]=[CH:47][CH:48]=[CH:49][N:44]=3)[CH2:51][CH2:52]2)=[CH:9][CH:8]=1, predict the reactants needed to synthesize it. The reactants are: [NH:1]([C:14]([O:16][C:17]([CH3:20])([CH3:19])[CH3:18])=[O:15])[C@@H:2]([C:11]([OH:13])=O)[CH2:3][C:4]1[CH:9]=[CH:8][C:7]([Cl:10])=[CH:6][CH:5]=1.CCN=C=NCCCN(C)C.CI.C1C=NC2N(O)N=NC=2C=1.[NH:44]1[CH2:49][CH2:48][CH2:47][CH2:46][CH:45]1[N:50]1[CH2:55][CH2:54][NH:53][CH2:52][CH2:51]1. (6) Given the product [CH:17]1[CH:18]=[CH:19][N:20]2[CH2:26][C:25]3[CH:27]=[CH:28][CH:29]=[CH:30][C:24]=3[N:23]([C:11]([C:10]3[CH:14]=[CH:15][C:7]([C:1]4[CH2:6][CH2:5][CH2:4][CH2:3][CH:2]=4)=[C:8]([CH3:16])[CH:9]=3)=[O:13])[CH2:22][C:21]=12, predict the reactants needed to synthesize it. The reactants are: [C:1]1([C:7]2[CH:15]=[CH:14][C:10]([C:11]([OH:13])=O)=[CH:9][C:8]=2[CH3:16])[CH2:6][CH2:5][CH2:4][CH2:3][CH:2]=1.[CH:17]1[CH:18]=[CH:19][N:20]2[CH2:26][C:25]3[CH:27]=[CH:28][CH:29]=[CH:30][C:24]=3[NH:23][CH2:22][C:21]=12. (7) Given the product [CH2:7]([C:49]1[CH:50]=[CH:40][CH:41]=[CH:42][C:43]=1[O:44][CH2:45][C@@H:46]([OH:47])[CH2:48][NH:4][CH2:5][CH2:6][C:7]1[CH:8]=[CH:9][C:10]([NH:11][CH:12]2[CH2:17][CH2:16][N:15]([S:18]([C:21]3[CH:22]=[CH:23][C:24]([N:27]([CH2:25][CH2:26][CH2:21][CH2:22][CH2:23][CH3:24])[C:28]([NH2:30])=[O:29])=[CH:25][CH:26]=3)(=[O:20])=[O:19])[CH2:14][CH2:13]2)=[CH:37][CH:38]=1)[CH:6]=[CH2:5], predict the reactants needed to synthesize it. The reactants are: C(O)=O.[NH2:4][CH2:5][CH2:6][C:7]1[CH:38]=[CH:37][C:10]([NH:11][CH:12]2[CH2:17][CH2:16][N:15]([S:18]([C:21]3[CH:26]=[CH:25][C:24]([NH:27][C:28]([NH:30]CCCCCC)=[O:29])=[CH:23][CH:22]=3)(=[O:20])=[O:19])[CH2:14][CH2:13]2)=[CH:9][CH:8]=1.F[C:40]1[CH:50]=[CH:49][C:43]([O:44][CH2:45][C@@H:46]2[CH2:48][O:47]2)=[CH:42][CH:41]=1.